From a dataset of Full USPTO retrosynthesis dataset with 1.9M reactions from patents (1976-2016). Predict the reactants needed to synthesize the given product. Given the product [CH3:3][CH:4]([CH3:20])[CH2:5][N:6]1[C:18]2[C:17]3[N:16]=[CH:15][CH:14]=[CH:13][C:12]=3[N:11]=[C:10]([NH2:2])[C:9]=2[N:8]=[CH:7]1, predict the reactants needed to synthesize it. The reactants are: [OH-].[NH4+:2].[CH3:3][CH:4]([CH3:20])[CH2:5][N:6]1[C:18]2[C:17]3[N:16]=[CH:15][CH:14]=[CH:13][C:12]=3[N+:11]([O-])=[CH:10][C:9]=2[N:8]=[CH:7]1.C1(S(Cl)(=O)=O)C=CC=CC=1.[OH-].[Na+].